Dataset: Forward reaction prediction with 1.9M reactions from USPTO patents (1976-2016). Task: Predict the product of the given reaction. (1) The product is: [C:32]1(/[C:22](=[N:21]/[O:20][CH2:19][C:18]2[CH:17]=[CH:16][C:15]([O:14][CH2:2][C:3]3[N:7]=[C:6]([C:8]4[CH:13]=[CH:12][CH:11]=[CH:10][CH:9]=4)[O:5][N:4]=3)=[CH:39][CH:38]=2)/[CH2:23][CH2:24][CH2:25][CH2:26][C:27]([O:29][CH2:30][CH3:31])=[O:28])[CH:37]=[CH:36][CH:35]=[CH:34][CH:33]=1. Given the reactants Cl[CH2:2][C:3]1[N:7]=[C:6]([C:8]2[CH:13]=[CH:12][CH:11]=[CH:10][CH:9]=2)[O:5][N:4]=1.[OH:14][C:15]1[CH:39]=[CH:38][C:18]([CH2:19][O:20]/[N:21]=[C:22](/[C:32]2[CH:37]=[CH:36][CH:35]=[CH:34][CH:33]=2)\[CH2:23][CH2:24][CH2:25][CH2:26][C:27]([O:29][CH2:30][CH3:31])=[O:28])=[CH:17][CH:16]=1.C(=O)([O-])[O-].[K+].[K+].CN(C)C=O, predict the reaction product. (2) Given the reactants [CH3:1][C@@H:2]1[CH2:6][CH2:5][CH2:4][N:3]1[CH2:7][CH2:8][CH2:9][O:10][C:11]1[CH:12]=[C:13]2[C:18](=[CH:19][CH:20]=1)[N:17]([C:21]1[CH:22]=[C:23]3[C:27](=[CH:28][CH:29]=1)[N:26](C(OC(C)(C)C)=O)[CH:25]=[CH:24]3)[C:16](=[O:37])[CH2:15][CH2:14]2.ClCCCN1CCC[C@H]1C.C(=O)([O-])[O-].[K+].[K+], predict the reaction product. The product is: [NH:26]1[C:27]2[C:23](=[CH:22][C:21]([N:17]3[C:18]4[C:13](=[CH:12][C:11]([O:10][CH2:9][CH2:8][CH2:7][N:3]5[CH2:4][CH2:5][CH2:6][C@H:2]5[CH3:1])=[CH:20][CH:19]=4)[CH2:14][CH2:15][C:16]3=[O:37])=[CH:29][CH:28]=2)[CH:24]=[CH:25]1.